From a dataset of Reaction yield outcomes from USPTO patents with 853,638 reactions. Predict the reaction yield, written as a fraction of the theoretical maximum amount of product (1.0 means a 100% yield; for example, 0.34 means a 34% yield). (1) The reactants are [NH:1]=[C:2]([NH:5][C:6](=O)[C@@H:7]([NH:11][C:12](=[O:18])[O:13][C:14]([CH3:17])([CH3:16])[CH3:15])[CH2:8][C:9]#[CH:10])SC.O.[NH2:21][NH2:22]. The catalyst is C(O)C. The product is [NH2:1][C:2]1[N:5]=[C:6]([C@@H:7]([NH:11][C:12](=[O:18])[O:13][C:14]([CH3:17])([CH3:16])[CH3:15])[CH2:8][C:9]#[CH:10])[NH:22][N:21]=1. The yield is 0.120. (2) The product is [CH2:5]([N:7]1[CH:11]=[C:10]([OH:12])[C:9]([C:1](=[O:2])[CH3:3])=[N:8]1)[CH3:6]. The yield is 0.870. The reactants are [CH:1]([CH:3]=O)=[O:2].[CH2:5]([NH:7][N:8]=[CH:9][C:10](=[O:12])[CH3:11])[CH3:6]. The catalyst is O. (3) The reactants are [CH3:1][N:2]1[CH2:8][CH2:7][CH2:6][N:5]([C:9]2[CH:18]=[CH:17][C:12]([C:13]([O:15]C)=O)=[CH:11][CH:10]=2)[CH2:4][CH2:3]1.[CH3:19][O:20][C:21]1[CH:22]=[C:23]([CH2:29][CH2:30][C:31]2[CH:32]=[C:33]([NH2:36])[NH:34][N:35]=2)[CH:24]=[C:25]([O:27][CH3:28])[CH:26]=1.C[Al](C)C.C1(C)C=CC=CC=1. No catalyst specified. The product is [CH3:28][O:27][C:25]1[CH:24]=[C:23]([CH2:29][CH2:30][C:31]2[CH:32]=[C:33]([NH:36][C:13](=[O:15])[C:12]3[CH:11]=[CH:10][C:9]([N:5]4[CH2:6][CH2:7][CH2:8][N:2]([CH3:1])[CH2:3][CH2:4]4)=[CH:18][CH:17]=3)[NH:34][N:35]=2)[CH:22]=[C:21]([O:20][CH3:19])[CH:26]=1. The yield is 0.204. (4) The reactants are [CH3:1][O:2][CH2:3][O:4][C:5]1[CH:6]=[C:7]([CH2:15][CH2:16][OH:17])[CH:8]=[C:9]([O:11][CH2:12][O:13][CH3:14])[CH:10]=1.[H-].[Na+].[CH3:20]I.[Cl-].[NH4+]. The catalyst is CN(C)C=O.O. The product is [CH3:1][O:2][CH2:3][O:4][C:5]1[CH:6]=[C:7]([CH2:15][CH2:16][O:17][CH3:20])[CH:8]=[C:9]([O:11][CH2:12][O:13][CH3:14])[CH:10]=1. The yield is 1.00.